This data is from hERG Central: cardiac toxicity at 1µM, 10µM, and general inhibition. The task is: Predict hERG channel inhibition at various concentrations. (1) The molecule is O=C(c1ccc(F)cc1)C1CCN(Cc2cn[nH]c2-c2ccccc2)CC1. Results: hERG_inhib (hERG inhibition (general)): blocker. (2) The drug is COc1ccc(C2C3(C#N)C(N)=NC(OC)(OC)C23C#N)cc1. Results: hERG_inhib (hERG inhibition (general)): blocker. (3) The drug is CC(CC(=O)Nc1cc(S(=O)(=O)N2CCOCC2)ccc1OCC(F)(F)F)c1ccccc1. Results: hERG_inhib (hERG inhibition (general)): blocker. (4) The molecule is CCOC(=O)C1CCCN(Cc2nc(N)nc(Nc3ccccc3)n2)C1. Results: hERG_inhib (hERG inhibition (general)): blocker. (5) Results: hERG_inhib (hERG inhibition (general)): blocker. The molecule is Cc1ccc(N2CC(C(=O)N3CCN(C(=O)c4ccco4)CC3)CC2=O)cc1.